This data is from Reaction yield outcomes from USPTO patents with 853,638 reactions. The task is: Predict the reaction yield, written as a fraction of the theoretical maximum amount of product (1.0 means a 100% yield; for example, 0.34 means a 34% yield). (1) The reactants are [Br:1][C:2]1[CH:11]=[CH:10][C:5]([C:6]([O:8][CH3:9])=[O:7])=[CH:4][C:3]=1[S:12]([N:15]1[CH2:21][CH2:20][CH2:19][CH:18]([OH:22])[CH2:17][CH2:16]1)(=[O:14])=[O:13].[H-].[Na+].Br[CH2:26][C:27]1[CH:32]=[CH:31][CH:30]=[CH:29][CH:28]=1.[NH4+].[Cl-]. The catalyst is CN(C=O)C. The product is [CH2:26]([O:22][CH:18]1[CH2:19][CH2:20][CH2:21][N:15]([S:12]([C:3]2[CH:4]=[C:5]([CH:10]=[CH:11][C:2]=2[Br:1])[C:6]([O:8][CH3:9])=[O:7])(=[O:14])=[O:13])[CH2:16][CH2:17]1)[C:27]1[CH:32]=[CH:31][CH:30]=[CH:29][CH:28]=1. The yield is 0.447. (2) The product is [CH3:1][Si:2]([CH3:17])([CH3:16])[C@@H:3]1[C@:5]([CH3:18])([C:6]2[CH:15]=[CH:14][C:13]3[C:8](=[CH:9][CH:10]=[CH:11][CH:12]=3)[CH:7]=2)[O:4]1. No catalyst specified. The reactants are [CH3:1][Si:2]([CH3:17])([CH3:16])[C@@H:3]1[C@H:5]([C:6]2[CH:15]=[CH:14][C:13]3[C:8](=[CH:9][CH:10]=[CH:11][CH:12]=3)[CH:7]=2)[O:4]1.[CH2:18]([Li])CCC.CI. The yield is 0.710. (3) The reactants are [SiH](CC)(CC)CC.O=[C:9]1[CH:17]2[CH2:18][C:13]3([NH:20][C:21](=[O:23])[CH3:22])[CH2:14][CH:15]([CH2:19][CH:11]([CH2:12]3)[O:10]1)[CH2:16]2. The catalyst is C(Cl)(Cl)Cl.O. The product is [C:13]12([NH:20][C:21](=[O:23])[CH3:22])[CH2:18][CH:17]3[CH2:16][CH:15]([CH2:19][CH:11]([O:10][CH2:9]3)[CH2:12]1)[CH2:14]2. The yield is 0.700. (4) The reactants are [Cl:1][C:2]1[CH:3]=[C:4]2[C:8](=[C:9]([F:11])[CH:10]=1)[NH:7][C:6]([CH2:12][OH:13])=[CH:5]2.[C:14]([Si:18](Cl)([CH3:20])[CH3:19])([CH3:17])([CH3:16])[CH3:15].N1C=CN=C1. The catalyst is CN(C)C=O.C(OCC)(=O)C. The product is [Si:18]([O:13][CH2:12][C:6]1[NH:7][C:8]2[C:4]([CH:5]=1)=[CH:3][C:2]([Cl:1])=[CH:10][C:9]=2[F:11])([C:14]([CH3:17])([CH3:16])[CH3:15])([CH3:20])[CH3:19]. The yield is 0.974. (5) The reactants are [Cl:1][C:2]1[CH:7]=[CH:6][C:5]([CH:8]([C:25]2[CH:30]=[CH:29][CH:28]=[CH:27][CH:26]=2)[N:9]2[CH2:14][CH2:13][N:12](S(C3C=CC(C)=CC=3)(=O)=O)[CH2:11][CH2:10]2)=[CH:4][CH:3]=1.OC1C=CC(C(O)=O)=CC=1.Br.O. The catalyst is C(O)(=O)C. The product is [Cl:1][C:2]1[CH:3]=[CH:4][C:5]([CH:8]([C:25]2[CH:26]=[CH:27][CH:28]=[CH:29][CH:30]=2)[N:9]2[CH2:10][CH2:11][NH:12][CH2:13][CH2:14]2)=[CH:6][CH:7]=1. The yield is 0.848. (6) The reactants are [CH3:1][C@H:2]1[C@@H:11]2[CH2:12][CH2:13][C:14]3([CH3:18])[O:16][O:17][C@:10]42[C@H:5]([C@@H:6]([CH3:20])[C@@H:7]([OH:19])[O:8][C@@H:9]4[O:15]3)[CH2:4][CH2:3]1.[C:21]1(=[O:27])[O:26][C:24](=[O:25])[CH2:23][CH2:22]1.C(N(CC)CC)C. The catalyst is ClCCl. The product is [CH3:1][C@H:2]1[C@@H:11]2[CH2:12][CH2:13][C:14]3([CH3:18])[O:16][O:17][C@:10]42[C@H:5]([C@@H:6]([CH3:20])[C@@H:7]([O:19][C:21]([CH2:22][CH2:23][C:24]([OH:26])=[O:25])=[O:27])[O:8][C@@H:9]4[O:15]3)[CH2:4][CH2:3]1. The yield is 0.650. (7) The reactants are [CH3:1][N:2]1[CH:6]=[C:5](B2OC(C)(C)C(C)(C)O2)[CH:4]=[N:3]1.I[C:17]1[CH:22]=[CH:21][C:20]([C:23]2[S:27][C:26]([NH2:28])=[N:25][N:24]=2)=[C:19]([O:29][CH3:30])[CH:18]=1.C([O-])([O-])=O.[Na+].[Na+]. The yield is 0.620. The catalyst is O1CCOCC1.O.C1C=CC([P]([Pd]([P](C2C=CC=CC=2)(C2C=CC=CC=2)C2C=CC=CC=2)([P](C2C=CC=CC=2)(C2C=CC=CC=2)C2C=CC=CC=2)[P](C2C=CC=CC=2)(C2C=CC=CC=2)C2C=CC=CC=2)(C2C=CC=CC=2)C2C=CC=CC=2)=CC=1. The product is [CH3:30][O:29][C:19]1[CH:18]=[C:17]([C:5]2[CH:4]=[N:3][N:2]([CH3:1])[CH:6]=2)[CH:22]=[CH:21][C:20]=1[C:23]1[S:27][C:26]([NH2:28])=[N:25][N:24]=1.